Task: Predict the reactants needed to synthesize the given product.. Dataset: Full USPTO retrosynthesis dataset with 1.9M reactions from patents (1976-2016) (1) Given the product [Cl:1][C:2]1[CH:10]=[C:9]2[C:5]([C:6]([C:11]([N:13]3[CH2:18][CH2:17][C:16]4([C:22]5[CH:23]=[CH:24][C:25]([F:27])=[CH:26][C:21]=5[C:20](=[O:28])[O:19]4)[CH2:15][CH2:14]3)=[O:12])=[CH:7][N:8]2[CH2:36][C:32]2[CH:33]=[C:34]([CH3:35])[N:30]([CH3:29])[N:31]=2)=[CH:4][CH:3]=1, predict the reactants needed to synthesize it. The reactants are: [Cl:1][C:2]1[CH:10]=[C:9]2[C:5]([C:6]([C:11]([N:13]3[CH2:18][CH2:17][C:16]4([C:22]5[CH:23]=[CH:24][C:25]([F:27])=[CH:26][C:21]=5[C:20](=[O:28])[O:19]4)[CH2:15][CH2:14]3)=[O:12])=[CH:7][NH:8]2)=[CH:4][CH:3]=1.[CH3:29][N:30]1[C:34]([CH3:35])=[CH:33][C:32]([CH2:36]OS(C)(=O)=O)=[N:31]1. (2) Given the product [NH2:1][C:2](=[O:22])[CH2:3][CH:4]([C:15]1[CH:16]=[CH:17][C:18]([OH:21])=[CH:19][CH:20]=1)[C:5]([OH:7])=[O:6], predict the reactants needed to synthesize it. The reactants are: [NH2:1][C:2](=[O:22])[CH2:3][CH:4]([C:15]1[CH:20]=[CH:19][C:18]([OH:21])=[CH:17][CH:16]=1)[C:5]([O:7]CC1C=CC=CC=1)=[O:6].